Dataset: Full USPTO retrosynthesis dataset with 1.9M reactions from patents (1976-2016). Task: Predict the reactants needed to synthesize the given product. (1) Given the product [CH:1]([O:4][C:5]([N:7]1[CH2:12][CH2:11][CH:10]([CH:13]2[CH2:17][C:16]3[CH:18]=[C:19]([C:22]4[C:23]([CH3:29])=[N:24][C:25]([S:31][CH3:30])=[CH:26][CH:27]=4)[CH:20]=[CH:21][C:15]=3[O:14]2)[CH2:9][CH2:8]1)=[O:6])([CH3:3])[CH3:2], predict the reactants needed to synthesize it. The reactants are: [CH:1]([O:4][C:5]([N:7]1[CH2:12][CH2:11][CH:10]([CH:13]2[CH2:17][C:16]3[CH:18]=[C:19]([C:22]4[C:23]([CH3:29])=[N:24][C:25](Cl)=[CH:26][CH:27]=4)[CH:20]=[CH:21][C:15]=3[O:14]2)[CH2:9][CH2:8]1)=[O:6])([CH3:3])[CH3:2].[CH3:30][S:31]C.[Na]. (2) Given the product [Br:15][C:16]1[CH:21]=[C:20]([N:5]2[CH2:6][C@@H:1]3[CH2:7][C@H:4]2[CH2:3][N:2]3[C:8]([O:10][C:11]([CH3:14])([CH3:13])[CH3:12])=[O:9])[CH:19]=[N:18][CH:17]=1, predict the reactants needed to synthesize it. The reactants are: [C@H:1]12[CH2:7][C@H:4]([NH:5][CH2:6]1)[CH2:3][N:2]2[C:8]([O:10][C:11]([CH3:14])([CH3:13])[CH3:12])=[O:9].[Br:15][C:16]1[CH:17]=[N:18][CH:19]=[C:20](Br)[CH:21]=1. (3) Given the product [C:1]([C:8]1([OH:12])[CH2:9][CH2:10][CH2:11][N:6]([CH3:5])[C:7]1=[O:13])#[CH:2], predict the reactants needed to synthesize it. The reactants are: [C:1]([Mg]Br)#[CH:2].[CH3:5][N:6]1[CH2:11][CH2:10][CH2:9][C:8](=[O:12])[C:7]1=[O:13]. (4) Given the product [Br:15][CH2:13][C:3]1[N:4]=[C:5]([CH:7]2[CH2:12][CH2:11][O:10][CH2:9][CH2:8]2)[S:6][C:2]=1[CH3:1], predict the reactants needed to synthesize it. The reactants are: [CH3:1][C:2]1[S:6][C:5]([CH:7]2[CH2:12][CH2:11][O:10][CH2:9][CH2:8]2)=[N:4][C:3]=1[CH2:13]O.[Br:15]P(Br)Br. (5) Given the product [Cl:26][C:27]1[CH:32]=[CH:31][C:30]([N:33]2[C:4](=[O:5])[C:6]3[CH:7]=[N:8][C:9]4[C:10]([O:24][CH3:25])=[CH:11][CH:12]=[CH:13][C:14]=4[C:15]=3[N:16]([CH:17]3[CH2:18][CH2:19][CH:20]([CH3:23])[CH2:21][CH2:22]3)[C:34]2=[O:35])=[CH:29][CH:28]=1, predict the reactants needed to synthesize it. The reactants are: C(O[C:4]([C:6]1[CH:7]=[N:8][C:9]2[C:14]([C:15]=1[NH:16][CH:17]1[CH2:22][CH2:21][CH:20]([CH3:23])[CH2:19][CH2:18]1)=[CH:13][CH:12]=[CH:11][C:10]=2[O:24][CH3:25])=[O:5])C.[Cl:26][C:27]1[CH:32]=[CH:31][C:30]([N:33]=[C:34]=[O:35])=[CH:29][CH:28]=1. (6) Given the product [Cl:1][C:2]1[CH:3]=[C:4]([CH2:8][O:9][C:10]2[CH:11]=[CH:12][C:13]([CH3:27])=[C:14]([CH:26]=2)[C:15]([OH:17])=[O:16])[CH:5]=[CH:6][CH:7]=1, predict the reactants needed to synthesize it. The reactants are: [Cl:1][C:2]1[CH:3]=[C:4]([CH2:8][O:9][C:10]2[CH:11]=[CH:12][C:13]([CH3:27])=[C:14]([CH:26]=2)[C:15]([O:17]CC2C=CC=C(Cl)C=2)=[O:16])[CH:5]=[CH:6][CH:7]=1.[OH-].[Li+]. (7) Given the product [CH3:16][O:17][CH:18]=[C:12]1[CH2:14][CH:7]2[N:6]([C:4]([O:3][CH2:2][CH3:1])=[O:5])[CH:10]([CH2:9][CH2:8]2)[CH2:11]1, predict the reactants needed to synthesize it. The reactants are: [CH3:1][CH2:2][O:3][C:4]([N:6]1[CH:10]2[CH2:11][C:12]([CH2:14][CH:7]1[CH2:8][CH2:9]2)=O)=[O:5].[Cl-].[CH3:16][O:17][CH2:18][P+](C1C=CC=CC=1)(C1C=CC=CC=1)C1C=CC=CC=1.C[Si]([N-][Si](C)(C)C)(C)C.[Na+]. (8) Given the product [Cl:30][C:19]1[C:20]([O:26][CH:27]([CH3:29])[CH3:28])=[N:21][CH:22]=[C:23]2[C:18]=1[C:17](=[O:31])[N:16]([CH2:15][C:14]1[C:9](=[O:8])[NH:10][C:11]([CH3:33])=[CH:12][C:13]=1[CH3:32])[CH2:25][CH2:24]2, predict the reactants needed to synthesize it. The reactants are: C([O:8][C:9]1[C:14]([CH2:15][N:16]2[CH2:25][CH2:24][C:23]3[C:18](=[C:19]([Cl:30])[C:20]([O:26][CH:27]([CH3:29])[CH3:28])=[N:21][CH:22]=3)[C:17]2=[O:31])=[C:13]([CH3:32])[CH:12]=[C:11]([CH3:33])[N:10]=1)C1C=CC=CC=1. (9) Given the product [CH3:34][N:33]([CH2:35][CH:20]([CH:8]([C:4]1[CH:5]=[CH:6][CH:7]=[C:2]([F:1])[C:3]=1[CH3:31])[C:9](=[CH2:40])[C:10]([C:12]1[CH:17]=[CH:16][CH:15]=[C:14]([O:18][CH3:19])[CH:13]=1)=[O:11])[C:21]([C:23]1[CH:28]=[CH:27][CH:26]=[C:25]([O:29][CH3:30])[CH:24]=1)=[O:22])[CH3:32], predict the reactants needed to synthesize it. The reactants are: [F:1][C:2]1[C:3]([CH3:31])=[C:4]([CH:8]([CH2:20][C:21]([C:23]2[CH:28]=[CH:27][CH:26]=[C:25]([O:29][CH3:30])[CH:24]=2)=[O:22])[CH2:9][C:10]([C:12]2[CH:17]=[CH:16][CH:15]=[C:14]([O:18][CH3:19])[CH:13]=2)=[O:11])[CH:5]=[CH:6][CH:7]=1.[CH3:32][N+:33]([CH3:35])=[CH2:34].[I-].O.[OH-].[Na+].[C:40](O)(=O)C. (10) Given the product [ClH:27].[Cl:27][CH2:23][C:10]1[C:11]([NH:16][CH2:17][CH2:18][NH:19][C:20](=[O:22])[CH3:21])=[N:12][C:13]2[C:8]([CH:9]=1)=[CH:7][C:6]([O:5][CH2:4][CH:1]1[CH2:3][CH2:2]1)=[CH:15][CH:14]=2, predict the reactants needed to synthesize it. The reactants are: [CH:1]1([CH2:4][O:5][C:6]2[CH:7]=[C:8]3[C:13](=[CH:14][CH:15]=2)[N:12]=[C:11]([NH:16][CH2:17][CH2:18][NH:19][C:20](=[O:22])[CH3:21])[C:10]([CH2:23]O)=[CH:9]3)[CH2:3][CH2:2]1.O=S(Cl)[Cl:27].